From a dataset of NCI-60 drug combinations with 297,098 pairs across 59 cell lines. Regression. Given two drug SMILES strings and cell line genomic features, predict the synergy score measuring deviation from expected non-interaction effect. (1) Drug 1: CC12CCC3C(C1CCC2=O)CC(=C)C4=CC(=O)C=CC34C. Drug 2: C(CC(=O)O)C(=O)CN.Cl. Cell line: M14. Synergy scores: CSS=39.0, Synergy_ZIP=-4.22, Synergy_Bliss=-1.88, Synergy_Loewe=-11.6, Synergy_HSA=-1.46. (2) Drug 1: C1=C(C(=O)NC(=O)N1)F. Drug 2: CCC1(CC2CC(C3=C(CCN(C2)C1)C4=CC=CC=C4N3)(C5=C(C=C6C(=C5)C78CCN9C7C(C=CC9)(C(C(C8N6C=O)(C(=O)OC)O)OC(=O)C)CC)OC)C(=O)OC)O.OS(=O)(=O)O. Cell line: K-562. Synergy scores: CSS=69.2, Synergy_ZIP=2.05, Synergy_Bliss=4.69, Synergy_Loewe=-10.4, Synergy_HSA=4.36. (3) Drug 1: CC1=C2C(C(=O)C3(C(CC4C(C3C(C(C2(C)C)(CC1OC(=O)C(C(C5=CC=CC=C5)NC(=O)OC(C)(C)C)O)O)OC(=O)C6=CC=CC=C6)(CO4)OC(=O)C)O)C)O. Drug 2: C1=NNC2=C1C(=O)NC=N2. Cell line: NCIH23. Synergy scores: CSS=-3.40, Synergy_ZIP=-0.145, Synergy_Bliss=-3.27, Synergy_Loewe=-5.35, Synergy_HSA=-5.30. (4) Drug 1: CC1=C(C=C(C=C1)NC(=O)C2=CC=C(C=C2)CN3CCN(CC3)C)NC4=NC=CC(=N4)C5=CN=CC=C5. Drug 2: CC1=C(C(=CC=C1)Cl)NC(=O)C2=CN=C(S2)NC3=CC(=NC(=N3)C)N4CCN(CC4)CCO. Cell line: SK-MEL-5. Synergy scores: CSS=7.40, Synergy_ZIP=-2.61, Synergy_Bliss=-0.912, Synergy_Loewe=0.438, Synergy_HSA=0.116. (5) Drug 1: C1C(C(OC1N2C=NC3=C(N=C(N=C32)Cl)N)CO)O. Drug 2: C1CN(P(=O)(OC1)NCCCl)CCCl. Cell line: SK-OV-3. Synergy scores: CSS=8.53, Synergy_ZIP=0.476, Synergy_Bliss=6.01, Synergy_Loewe=-27.5, Synergy_HSA=-2.81.